Dataset: Forward reaction prediction with 1.9M reactions from USPTO patents (1976-2016). Task: Predict the product of the given reaction. (1) Given the reactants [N:1]1[CH:6]=[CH:5][CH:4]=[CH:3][C:2]=1[CH:7]=O.[CH3:9][O:10][C:11]1[CH:12]=[C:13]([CH:17]=[CH:18][C:19]=1[O:20][CH3:21])[CH2:14][C:15]#[N:16], predict the reaction product. The product is: [CH3:9][O:10][C:11]1[CH:12]=[C:13](/[C:14](=[CH:7]/[C:2]2[CH:3]=[CH:4][CH:5]=[CH:6][N:1]=2)/[C:15]#[N:16])[CH:17]=[CH:18][C:19]=1[O:20][CH3:21]. (2) Given the reactants [F:1][C:2]1([F:19])[O:6][C:5]2[CH:7]=[C:8]([CH3:18])[C:9]([C:11]3[CH:12]=[CH:13][C:14]([NH2:17])=[N:15][CH:16]=3)=[CH:10][C:4]=2[O:3]1.C[CH2:21][N:22]([CH:26]([CH3:28])[CH3:27])[CH:23]([CH3:25])C.[O:29]1CCCC1, predict the reaction product. The product is: [F:19][C:2]1([F:1])[O:6][C:5]2[CH:7]=[C:8]([CH3:18])[C:9]([C:11]3[CH:12]=[CH:13][C:14]([NH:17][C:28]([C:26]4[N:22]([CH3:21])[CH:23]=[CH:25][CH:27]=4)=[O:29])=[N:15][CH:16]=3)=[CH:10][C:4]=2[O:3]1.